Dataset: Experimentally validated miRNA-target interactions with 360,000+ pairs, plus equal number of negative samples. Task: Binary Classification. Given a miRNA mature sequence and a target amino acid sequence, predict their likelihood of interaction. The miRNA is hsa-miR-625-5p with sequence AGGGGGAAAGUUCUAUAGUCC. The protein sequence of the target gene is MRSPLCWLLPLLILASVAQGQPTRRPRPGTGPGRRPRPRPRPTPSFPQPDEPAEPTDLPPPLPPGPPSIFPDCPRECYCPPDFPSALYCDSRNLRKVPVIPPRIHYLYLQNNFITELPVESFQNATGLRWINLDNNRIRKIDQRVLEKLPGLVFLYMEKNQLEEVPSALPRNLEQLRLSQNHISRIPPGVFSKLENLLLLDLQHNRLSDGVFKPDTFHGLKNLMQLNLAHNILRKMPPRVPTAIHQLYLDSNKIETIPNGYFKSFPNLAFIRLNYNKLTDRGLPKNSFNISNLLVLHLSH.... Result: 1 (interaction).